Dataset: Reaction yield outcomes from USPTO patents with 853,638 reactions. Task: Predict the reaction yield, written as a fraction of the theoretical maximum amount of product (1.0 means a 100% yield; for example, 0.34 means a 34% yield). The reactants are Cl.[CH:2]1[C:10]2[C:9]3[CH:11]=[CH:12][CH:13]=[CH:14][C:8]=3[O:7][C:6]=2[CH:5]=[CH:4][C:3]=1[CH2:15][C:16]1[C:25]2[C:20](=[CH:21][C:22]([O:28][CH3:29])=[C:23]([O:26][CH3:27])[CH:24]=2)[C:19]([CH2:30][CH2:31][CH3:32])=[N:18][C:17]=1[OH:33].C(N(CC)CC)C.C1C=CC(N([S:48]([C:51]([F:54])([F:53])[F:52])(=[O:50])=[O:49])[S:48]([C:51]([F:54])([F:53])[F:52])(=[O:50])=[O:49])=CC=1. The catalyst is CN(C=O)C.CCOCC. The product is [F:52][C:51]([F:54])([F:53])[S:48]([O:33][C:17]1[N:18]=[C:19]([CH2:30][CH2:31][CH3:32])[C:20]2[C:25]([C:16]=1[CH2:15][C:3]1[CH:4]=[CH:5][C:6]3[O:7][C:8]4[CH:14]=[CH:13][CH:12]=[CH:11][C:9]=4[C:10]=3[CH:2]=1)=[CH:24][C:23]([O:26][CH3:27])=[C:22]([O:28][CH3:29])[CH:21]=2)(=[O:50])=[O:49]. The yield is 0.720.